This data is from Reaction yield outcomes from USPTO patents with 853,638 reactions. The task is: Predict the reaction yield, written as a fraction of the theoretical maximum amount of product (1.0 means a 100% yield; for example, 0.34 means a 34% yield). (1) The reactants are Cl[C:2]1[C:11]2[C:6](=[CH:7][CH:8]=[CH:9][CH:10]=2)[N:5]=[C:4]([C:12]([C:14]2[CH:19]=[CH:18][C:17]([F:20])=[CH:16][CH:15]=2)=[O:13])[N:3]=1.CCN(C(C)C)C(C)C.[CH3:30][C:31]1[NH:35][N:34]=[C:33]([NH2:36])[CH:32]=1. The catalyst is CN(C=O)C. The product is [F:20][C:17]1[CH:18]=[CH:19][C:14]([C:12]([C:4]2[N:3]=[C:2]([NH:36][C:33]3[CH:32]=[C:31]([CH3:30])[NH:35][N:34]=3)[C:11]3[C:6](=[CH:7][CH:8]=[CH:9][CH:10]=3)[N:5]=2)=[O:13])=[CH:15][CH:16]=1. The yield is 0.290. (2) The reactants are C(O[B:5]1[O:9][C:8]([CH3:11])([CH3:10])[C:7]([CH3:13])([CH3:12])[O:6]1)(C)C.C([Li])CCC.[F:19][C:20]1[CH:21]=[C:22]([CH:31]=[C:32]([F:34])[CH:33]=1)[CH2:23][O:24][CH:25]1[CH2:30][CH2:29][O:28][CH2:27][CH2:26]1. No catalyst specified. The product is [F:34][C:32]1[CH:31]=[C:22]([CH2:23][O:24][CH:25]2[CH2:30][CH2:29][O:28][CH2:27][CH2:26]2)[CH:21]=[C:20]([F:19])[C:33]=1[B:5]1[O:6][C:7]([CH3:12])([CH3:13])[C:8]([CH3:10])([CH3:11])[O:9]1. The yield is 0.970.